The task is: Predict the reaction yield, written as a fraction of the theoretical maximum amount of product (1.0 means a 100% yield; for example, 0.34 means a 34% yield).. This data is from Reaction yield outcomes from USPTO patents with 853,638 reactions. The reactants are [F:1][C:2]1[CH:7]=[C:6]([F:8])[CH:5]=[CH:4][C:3]=1[C:9]1[C:17]2[C:12](=[CH:13][C:14]([O:18][CH2:19][CH2:20][N:21]3[CH2:26][CH2:25][O:24][CH2:23][CH2:22]3)=[CH:15][CH:16]=2)[C:11](=[O:27])[C:10]=1C1C=CC(C)=CC=1.O1CCN(CCOC2C=C3C(C(C4C=CC=CC=4)=C(Br)C3=O)=CC=2)CC1.[N:61]1[C:70]2[C:65](=[CH:66][CH:67]=[CH:68][CH:69]=2)[CH:64]=[C:63](B(O)O)[CH:62]=1. No catalyst specified. The product is [F:1][C:2]1[CH:7]=[C:6]([F:8])[CH:5]=[CH:4][C:3]=1[C:9]1[C:17]2[C:12](=[CH:13][C:14]([O:18][CH2:19][CH2:20][N:21]3[CH2:22][CH2:23][O:24][CH2:25][CH2:26]3)=[CH:15][CH:16]=2)[C:11](=[O:27])[C:10]=1[C:63]1[CH:62]=[N:61][C:70]2[C:65]([CH:64]=1)=[CH:66][CH:67]=[CH:68][CH:69]=2. The yield is 0.850.